This data is from Experimentally validated miRNA-target interactions with 360,000+ pairs, plus equal number of negative samples. The task is: Binary Classification. Given a miRNA mature sequence and a target amino acid sequence, predict their likelihood of interaction. The miRNA is mmu-miR-503-3p with sequence GAGUAUUGUUUCCACUGCCUGG. The protein sequence of the target gene is MHRTTRIKITELNPHLMCALCGGYFIDATTIVECLHSFCKTCIVRYLETNKYCPMCDVQVHKTRPLLSIRSDKTLQDIVYKLVPGLFKDEMKRRRDFYAAYPLTEVPNGSNEDRGEVLEQEKGALGDDEIVSLSIEFYEGVRDREEKKNLTENGDGDKEKTGVRFLRCPAAMTVMHLAKFLRNKMDVPSKYKVEILYEDEPLKEYYTLMDIAYIYPWRRNGPLPLKYRVQPACKRLTLPTVPTPSEGTNTSGASECESVSDKAPSPATLPATSSSLPSPATPSHGSPSSHGPPATHPTSP.... Result: 0 (no interaction).